Dataset: Full USPTO retrosynthesis dataset with 1.9M reactions from patents (1976-2016). Task: Predict the reactants needed to synthesize the given product. (1) Given the product [O:2]=[S:1]1(=[O:5])[CH2:11][C:12]2([CH2:13][CH:14]([NH:16][C:17](=[O:26])[O:18][CH2:19][C:20]3[CH:21]=[CH:22][CH:23]=[CH:24][CH:25]=3)[CH2:15]2)[CH2:9]1, predict the reactants needed to synthesize it. The reactants are: [S:1]([O:5][O-])([O-])(=O)=[O:2].[K+].[K+].[CH2:9]1[C:12]2([CH2:15][CH:14]([NH:16][C:17](=[O:26])[O:18][CH2:19][C:20]3[CH:25]=[CH:24][CH:23]=[CH:22][CH:21]=3)[CH2:13]2)[CH2:11]S1. (2) Given the product [C:23]([O:27][C:28]([C:29]1[C:30]([O:34][CH2:35][C:36]2[CH:41]=[CH:40][CH:39]=[CH:38][CH:37]=2)=[C:31]([OH:32])[N:22]=[C:20]([CH2:19][C:14]2([N:5]3[C:9]4=[N:10][CH:11]=[CH:12][CH:13]=[C:8]4[CH:7]=[CH:6]3)[CH2:18][CH2:17][CH2:16][CH2:15]2)[N:21]=1)=[O:43])([CH3:26])([CH3:24])[CH3:25], predict the reactants needed to synthesize it. The reactants are: C(O)(=O)C.[N:5]1([C:14]2([CH2:19][C:20]([NH2:22])=[NH:21])[CH2:18][CH2:17][CH2:16][CH2:15]2)[C:9]2=[N:10][CH:11]=[CH:12][CH:13]=[C:8]2[CH:7]=[CH:6]1.[C:23]([O:27][C:28](=[O:43])/[C:29](/O)=[C:30](\[O:34][CH2:35][C:36]1[CH:41]=[CH:40][CH:39]=[CH:38][CH:37]=1)/[C:31](O)=[O:32])([CH3:26])([CH3:25])[CH3:24].C[O-].[Na+].C(OCC)(=O)C. (3) Given the product [CH3:32][NH:34][C:25]([C:24]1[C:15]([NH:14][C:13]([C:12]2[N:8]([C:3]3[C:2]([Cl:1])=[CH:7][CH:6]=[CH:5][N:4]=3)[N:9]=[C:10]([C:28]([F:30])([F:31])[F:29])[CH:11]=2)=[O:26])=[CH:16][CH:17]=[C:18]2[C:23]=1[N:22]=[CH:21][CH:20]=[CH:19]2)=[O:27], predict the reactants needed to synthesize it. The reactants are: [Cl:1][C:2]1[C:3]([N:8]2[C:12]([C:13]3[O:26][C:25](=[O:27])[C:24]4[C:23]5[C:18](=[CH:19][CH:20]=[CH:21][N:22]=5)[CH:17]=[CH:16][C:15]=4[N:14]=3)=[CH:11][C:10]([C:28]([F:31])([F:30])[F:29])=[N:9]2)=[N:4][CH:5]=[CH:6][CH:7]=1.[C:32](#[N:34])C.O.CN. (4) Given the product [CH3:1][C:2]1[CH:9]=[CH:8][C:5]([CH2:6][N:17]2[C:25]3[C:20](=[CH:21][CH:22]=[C:23]([CH2:26][C:27]([OH:29])=[O:28])[CH:24]=3)[CH:19]=[CH:18]2)=[CH:4][CH:3]=1.[CH2:10]([N:17]1[C:25]2[C:20](=[CH:21][CH:22]=[C:23]([CH2:26][C:27]([OH:29])=[O:28])[CH:24]=2)[CH:19]=[CH:18]1)[C:11]1[CH:12]=[CH:13][CH:14]=[CH:15][CH:16]=1, predict the reactants needed to synthesize it. The reactants are: [CH3:1][C:2]1[CH:9]=[CH:8][C:5]([CH2:6]Cl)=[CH:4][CH:3]=1.[CH2:10]([N:17]1[C:25]2[C:20](=[CH:21][CH:22]=[C:23]([CH2:26][C:27]([OH:29])=[O:28])[CH:24]=2)[CH:19]=[CH:18]1)[C:11]1[CH:16]=[CH:15][CH:14]=[CH:13][CH:12]=1. (5) Given the product [Cl:11][C:5]1[CH:6]=[C:7]([Cl:10])[CH:8]=[CH:9][C:4]=1[C:2]([CH:1]=[CH:15][N:16]([CH3:18])[CH3:17])=[O:3], predict the reactants needed to synthesize it. The reactants are: [CH3:1][C:2]([C:4]1[CH:9]=[CH:8][C:7]([Cl:10])=[CH:6][C:5]=1[Cl:11])=[O:3].C(O[CH:15](OCC)[N:16]([CH3:18])[CH3:17])C. (6) Given the product [Cl:20][C:15]1[CH:14]=[C:13]([CH:11]2[CH2:12][NH:8][CH2:9][CH:10]2[CH:21]([O:23][C:24]2[CH:29]=[CH:28][C:27]([C:30]([F:33])([F:31])[F:32])=[CH:26][N:25]=2)[CH3:22])[CH:18]=[CH:17][C:16]=1[Cl:19], predict the reactants needed to synthesize it. The reactants are: C([N:8]1[CH2:12][CH:11]([C:13]2[CH:18]=[CH:17][C:16]([Cl:19])=[C:15]([Cl:20])[CH:14]=2)[CH:10]([CH:21]([O:23][C:24]2[CH:29]=[CH:28][C:27]([C:30]([F:33])([F:32])[F:31])=[CH:26][N:25]=2)[CH3:22])[CH2:9]1)C1C=CC=CC=1.ClC(OC(Cl)C)=O.CCN(C(C)C)C(C)C. (7) Given the product [F:9][C:10]1[CH:18]=[CH:17][C:13]([C:14]([N:6]([C@@H:3]([CH:2]([CH3:8])[CH3:1])[CH2:4][OH:5])[CH3:7])=[O:15])=[CH:12][C:11]=1[CH3:19], predict the reactants needed to synthesize it. The reactants are: [CH3:1][CH:2]([CH3:8])[C@H:3]([NH:6][CH3:7])[CH2:4][OH:5].[F:9][C:10]1[CH:18]=[CH:17][C:13]([C:14](Cl)=[O:15])=[CH:12][C:11]=1[CH3:19].O.